The task is: Predict the product of the given reaction.. This data is from Forward reaction prediction with 1.9M reactions from USPTO patents (1976-2016). The product is: [CH2:1]([O:3][CH2:4][CH2:5][N:6]1[CH:10]=[C:9]([B:21]2[O:25][C:24]([CH3:27])([CH3:26])[C:23]([CH3:29])([CH3:28])[O:22]2)[CH:8]=[N:7]1)[CH3:2]. Given the reactants [CH2:1]([O:3][CH2:4][CH2:5][N:6]1[CH:10]=[C:9](I)[CH:8]=[N:7]1)[CH3:2].C([Mg]Cl)(C)C.C(O[B:21]1[O:25][C:24]([CH3:27])([CH3:26])[C:23]([CH3:29])([CH3:28])[O:22]1)(C)C, predict the reaction product.